From a dataset of Forward reaction prediction with 1.9M reactions from USPTO patents (1976-2016). Predict the product of the given reaction. (1) Given the reactants [NH2:1][C:2]1[CH:3]=[C:4]([CH:10]=[CH:11][C:12]=1[CH:13]=[O:14])[O:5][CH2:6][C:7]([O-:9])=O.[Li+].CN(C([O:23][N:24]1N=N[C:26]2[CH:27]=[CH:28][CH:29]=[CH:30][C:25]1=2)=[N+](C)C)C.F[P-](F)(F)(F)(F)F.CC[N:42]([CH:46](C)C)C(C)C.CN(C=[O:53])C, predict the reaction product. The product is: [NH2:1][C:2]1[CH:3]=[C:4]([CH:10]=[CH:11][C:12]=1[CH:13]=[O:14])[O:5][CH2:6][C:7]([NH:42][CH2:46][C:28]1[CH:27]=[CH:26][C:25]([N+:24]([O-:23])=[O:53])=[CH:30][CH:29]=1)=[O:9]. (2) The product is: [Br:1][C:2]1[CH:6]=[C:5]([C:7]#[N:8])[N:4]([CH3:9])[C:3]=1[C:10]1[CH:11]=[CH:12][C:13]2[NH:18][C:17](=[O:26])[O:16][C:15]([CH3:27])([CH3:28])[C:14]=2[CH:29]=1. Given the reactants [Br:1][C:2]1[CH:6]=[C:5]([C:7]#[N:8])[N:4]([CH3:9])[C:3]=1[C:10]1[CH:11]=[CH:12][C:13]2[N:18](C(OC(C)(C)C)=O)[C:17](=[O:26])[O:16][C:15]([CH3:28])([CH3:27])[C:14]=2[CH:29]=1.[O-]CC.[Na+], predict the reaction product. (3) Given the reactants [CH:1]1([C:4]2[N:8]([CH3:9])[C:7]3[C:10](I)=[CH:11][C:12]([C:14]4[C:15]([CH3:20])=[N:16][O:17][C:18]=4[CH3:19])=[CH:13][C:6]=3[N:5]=2)[CH2:3][CH2:2]1.[CH3:22][N:23]1[C:27](B2OC(C)(C)C(C)(C)O2)=[C:26]([CH3:37])[CH:25]=[N:24]1.C([O-])([O-])=O.[Cs+].[Cs+], predict the reaction product. The product is: [CH:1]1([C:4]2[N:8]([CH3:9])[C:7]3[C:10]([C:27]4[N:23]([CH3:22])[N:24]=[CH:25][C:26]=4[CH3:37])=[CH:11][C:12]([C:14]4[C:15]([CH3:20])=[N:16][O:17][C:18]=4[CH3:19])=[CH:13][C:6]=3[N:5]=2)[CH2:3][CH2:2]1. (4) Given the reactants [CH3:1][O:2][C:3]1[CH2:7][CH2:6][C:5](=[O:8])[C:4]=1[C:9]1[C:14]([CH3:15])=[CH:13][C:12]([CH3:16])=[CH:11][C:10]=1[CH3:17].C([N-]C(C)C)(C)C.[Li+].FC(F)(F)S(O[CH2:32][CH2:33][N+:34]([O-:36])=[O:35])(=O)=O, predict the reaction product. The product is: [CH3:1][O:2][C:3]1[CH2:7][CH:6]([CH2:32][CH2:33][N+:34]([O-:36])=[O:35])[C:5](=[O:8])[C:4]=1[C:9]1[C:14]([CH3:15])=[CH:13][C:12]([CH3:16])=[CH:11][C:10]=1[CH3:17]. (5) Given the reactants [F:1][C:2]([F:13])([F:12])[O:3][C:4]1[CH:11]=[CH:10][C:7]([CH:8]=O)=[CH:6][CH:5]=1.[NH2:14][C:15]1[N:20]=[N:19][C:18]([OH:21])=[CH:17][CH:16]=1.C([O:24][C:25](=O)[C:26]([OH:39])=[CH:27][C:28]([C:30]1[CH:35]=[CH:34][C:33]([CH:36]([CH3:38])[CH3:37])=[CH:32][CH:31]=1)=[O:29])C, predict the reaction product. The product is: [OH:39][C:26]1[C:25](=[O:24])[N:14]([C:15]2[N:20]=[N:19][C:18]([OH:21])=[CH:17][CH:16]=2)[CH:8]([C:7]2[CH:10]=[CH:11][C:4]([O:3][C:2]([F:13])([F:12])[F:1])=[CH:5][CH:6]=2)[C:27]=1[C:28](=[O:29])[C:30]1[CH:35]=[CH:34][C:33]([CH:36]([CH3:38])[CH3:37])=[CH:32][CH:31]=1. (6) Given the reactants [C:1](=[NH:14])([C:8]1[CH:13]=[CH:12][CH:11]=[CH:10][CH:9]=1)[C:2]1[CH:7]=[CH:6][CH:5]=[CH:4][CH:3]=1.Cl.N[CH2:17][C:18]([O:20][C:21]([CH3:24])([CH3:23])[CH3:22])=[O:19], predict the reaction product. The product is: [C:2]1([C:1](=[N:14][CH2:17][C:18]([O:20][C:21]([CH3:24])([CH3:23])[CH3:22])=[O:19])[C:8]2[CH:9]=[CH:10][CH:11]=[CH:12][CH:13]=2)[CH:7]=[CH:6][CH:5]=[CH:4][CH:3]=1. (7) The product is: [C:25]([C:27]1[C:28](=[C:43]([C:46]#[N:47])[C:44]#[N:45])[O:29][C:30]([C:37]2[CH:42]=[CH:41][CH:40]=[CH:39][CH:38]=2)([C:33]([F:36])([F:34])[F:35])[C:31]=1[CH:32]=[CH:23][C:21]1[S:22][C:18]([CH:17]=[CH:16][C:4]2[CH:5]=[C:6]3[C:15]4[N:10]([CH2:9][CH2:8][CH2:7]3)[CH2:11][CH2:12][CH2:13][C:14]=4[C:3]=2[O:2][CH3:1])=[CH:19][CH:20]=1)#[N:26]. Given the reactants [CH3:1][O:2][C:3]1[C:14]2=[C:15]3[N:10]([CH2:11][CH2:12][CH2:13]2)[CH2:9][CH2:8][CH2:7][C:6]3=[CH:5][C:4]=1[CH:16]=[CH:17][C:18]1[S:22][C:21]([CH:23]=O)=[CH:20][CH:19]=1.[C:25]([C:27]1[C:28](=[C:43]([C:46]#[N:47])[C:44]#[N:45])[O:29][C:30]([C:37]2[CH:42]=[CH:41][CH:40]=[CH:39][CH:38]=2)([C:33]([F:36])([F:35])[F:34])[C:31]=1[CH3:32])#[N:26], predict the reaction product. (8) The product is: [CH3:9][C:10]1([CH3:21])[C:11]2[CH:12]=[N:13][CH:14]=[N:15][C:16]=2[C:17]2[S:8][C:3]3[CH:4]=[CH:5][CH:6]=[CH:7][C:2]=3[NH:1][C:18]=2[C:19]1=[O:24]. Given the reactants [NH2:1][C:2]1[CH:7]=[CH:6][CH:5]=[CH:4][C:3]=1[SH:8].[CH3:9][C:10]1([CH3:21])[CH2:19][C:18](=O)[CH2:17][C:16]2[N:15]=[CH:14][N:13]=[CH:12][C:11]1=2.C([OH:24])C, predict the reaction product. (9) Given the reactants [F:1][C:2]1[CH:24]=[CH:23][CH:22]=[C:21]([F:25])[C:3]=1[C:4]([NH:6][C:7]1[CH:11]=[CH:10][N:9]([CH2:12][C:13]2[CH:18]=[CH:17][C:16]([OH:19])=[CH:15][C:14]=2[CH3:20])[N:8]=1)=[O:5].C(=O)([O-])[O-].[Cs+].[Cs+].Br.Br[CH2:34][C:35]1[CH:40]=[CH:39][CH:38]=[CH:37][N:36]=1, predict the reaction product. The product is: [F:1][C:2]1[CH:24]=[CH:23][CH:22]=[C:21]([F:25])[C:3]=1[C:4]([NH:6][C:7]1[CH:11]=[CH:10][N:9]([CH2:12][C:13]2[CH:18]=[CH:17][C:16]([O:19][CH2:34][C:35]3[CH:40]=[CH:39][CH:38]=[CH:37][N:36]=3)=[CH:15][C:14]=2[CH3:20])[N:8]=1)=[O:5]. (10) Given the reactants [O:1]1[C:6]2[CH:7]=[CH:8][C:9]([S:11][C:12]3[CH:17]=[CH:16][C:15]([C:18]4[CH:23]=[CH:22][N:21]=[CH:20][CH:19]=4)=[CH:14][C:13]=3[C:24]([F:27])([F:26])[F:25])=[CH:10][C:5]=2[O:4][CH2:3][CH2:2]1.OC1CCNC1.[NH:34]1[CH2:42][CH2:41][CH:37]([C:38]([NH2:40])=[O:39])[CH2:36][CH2:35]1, predict the reaction product. The product is: [O:1]1[C:6]2[CH:7]=[CH:8][C:9]([S:11][C:12]3[CH:17]=[CH:16][C:15]([C:18]4[CH:19]=[CH:20][N:21]=[C:22]([N:34]5[CH2:42][CH2:41][CH:37]([C:38]([NH2:40])=[O:39])[CH2:36][CH2:35]5)[CH:23]=4)=[CH:14][C:13]=3[C:24]([F:25])([F:26])[F:27])=[CH:10][C:5]=2[O:4][CH2:3][CH2:2]1.